This data is from Reaction yield outcomes from USPTO patents with 853,638 reactions. The task is: Predict the reaction yield, written as a fraction of the theoretical maximum amount of product (1.0 means a 100% yield; for example, 0.34 means a 34% yield). (1) The reactants are [C:1]([Mg]Br)#[CH:2].[CH:5]1([C:9](=[O:11])[CH3:10])[CH2:8][CH2:7][CH2:6]1. The catalyst is C1COCC1. The product is [CH:5]1([C:9]([OH:11])([C:1]#[CH:2])[CH3:10])[CH2:8][CH2:7][CH2:6]1. The yield is 0.620. (2) The reactants are [NH2:1][C:2]1[C:3]([CH3:28])=[N:4][C:5]([O:9][CH2:10][C:11]([N:13]([CH:15]2[CH2:20][CH2:19][N:18]([CH2:21][C:22]3[CH:27]=[CH:26][CH:25]=[CH:24][CH:23]=3)[CH2:17][CH2:16]2)[CH3:14])=[O:12])=[N:6][C:7]=1[CH3:8].[C:29]([OH:36])(=[O:35])/[CH:30]=[CH:31]\[C:32]([OH:34])=[O:33]. The catalyst is CO. The product is [C:29]([OH:36])(=[O:35])/[CH:30]=[CH:31]\[C:32]([OH:34])=[O:33].[NH2:1][C:2]1[C:7]([CH3:8])=[N:6][C:5]([O:9][CH2:10][C:11]([N:13]([CH:15]2[CH2:20][CH2:19][N:18]([CH2:21][C:22]3[CH:23]=[CH:24][CH:25]=[CH:26][CH:27]=3)[CH2:17][CH2:16]2)[CH3:14])=[O:12])=[N:4][C:3]=1[CH3:28]. The yield is 0.860. (3) The reactants are B1C2CCCC1CCC2.[CH:10]([C:12]1[CH:13]=[CH:14][C:15]([O:20][C:21]2[CH:26]=[CH:25][CH:24]=[C:23]([C:27]([F:30])([F:29])[F:28])[CH:22]=2)=[C:16]([CH:19]=1)[C:17]#[N:18])=[CH2:11].[O-:31]S([O-])=O.[Na+].[Na+]. The catalyst is C1COCC1. The product is [OH:31][CH2:11][CH2:10][C:12]1[CH:13]=[CH:14][C:15]([O:20][C:21]2[CH:26]=[CH:25][CH:24]=[C:23]([C:27]([F:28])([F:29])[F:30])[CH:22]=2)=[C:16]([CH:19]=1)[C:17]#[N:18]. The yield is 0.514. (4) The reactants are [C:1]1([C:7]#[C:8][C:9]([OH:11])=O)[CH:6]=[CH:5][CH:4]=[CH:3][CH:2]=1.C(Cl)(=O)OCC(C)C.CN1CCOCC1.[NH2:27][C:28]1[CH:29]=[C:30]([CH:47]=[CH:48][CH:49]=1)[O:31][C:32]1[CH:33]=[CH:34][C:35]2[N:36]([CH:38]=[C:39]([NH:41][C:42]([CH:44]3[CH2:46][CH2:45]3)=[O:43])[N:40]=2)[N:37]=1. The catalyst is O1CCCC1.CN(C)C=O.O. The product is [C:1]1([C:7]#[C:8][C:9]([NH:27][C:28]2[CH:29]=[C:30]([CH:47]=[CH:48][CH:49]=2)[O:31][C:32]2[CH:33]=[CH:34][C:35]3[N:36]([CH:38]=[C:39]([NH:41][C:42]([CH:44]4[CH2:46][CH2:45]4)=[O:43])[N:40]=3)[N:37]=2)=[O:11])[CH:2]=[CH:3][CH:4]=[CH:5][CH:6]=1. The yield is 0.890.